Task: Predict which catalyst facilitates the given reaction.. Dataset: Catalyst prediction with 721,799 reactions and 888 catalyst types from USPTO (1) Reactant: [CH3:1][C:2]1([CH3:36])[C:26]2[C:6]([CH:7]=[C:8]3[C:25]=2[CH:24]=[C:23]2[C:10]([C:11]4[CH:12]=[CH:13][CH:14]=[CH:15][C:16]=4[C:17]4[CH:18]=[C:19](B5OC(C)(C)C(C)(C)O5)[CH:20]=[CH:21][C:22]=42)=[CH:9]3)=[CH:5][CH:4]=[CH:3]1.Br[C:38]1[CH:43]=[CH:42][C:41]([N:44]([C:57]2[CH:62]=[CH:61][C:60]([C:63]3[CH:64]=[CH:65][C:66]4[N:67]([C:76]5[CH:81]=[CH:80][CH:79]=[CH:78][CH:77]=5)[C:68]5[C:73]([C:74]=4[CH:75]=3)=[CH:72][CH:71]=[CH:70][CH:69]=5)=[CH:59][CH:58]=2)[C:45]2[CH:50]=[CH:49][C:48]([C:51]3[CH:56]=[CH:55][CH:54]=[CH:53][CH:52]=3)=[CH:47][CH:46]=2)=[CH:40][CH:39]=1.C([O-])([O-])=O.[Na+].[Na+].CCO. Product: [CH3:36][C:2]1([CH3:1])[C:26]2[C:6]([CH:7]=[C:8]3[C:25]=2[CH:24]=[C:23]2[C:10]([C:11]4[CH:12]=[CH:13][CH:14]=[CH:15][C:16]=4[C:17]4[CH:18]=[C:19]([C:38]5[CH:39]=[CH:40][C:41]([N:44]([C:57]6[CH:62]=[CH:61][C:60]([C:63]7[CH:64]=[CH:65][C:66]8[N:67]([C:76]9[CH:81]=[CH:80][CH:79]=[CH:78][CH:77]=9)[C:68]9[C:73]([C:74]=8[CH:75]=7)=[CH:72][CH:71]=[CH:70][CH:69]=9)=[CH:59][CH:58]=6)[C:45]6[CH:46]=[CH:47][C:48]([C:51]7[CH:52]=[CH:53][CH:54]=[CH:55][CH:56]=7)=[CH:49][CH:50]=6)=[CH:42][CH:43]=5)[CH:20]=[CH:21][C:22]=42)=[CH:9]3)=[CH:5][CH:4]=[CH:3]1. The catalyst class is: 206. (2) Reactant: C[O:2][C:3](=O)[C:4]1[CH:9]=[CH:8][C:7]([C:10]([CH2:27][CH3:28])([C:13]2[CH:18]=[CH:17][C:16]([O:19][CH:20]3[CH2:25][CH2:24][CH2:23][CH2:22][O:21]3)=[C:15]([CH3:26])[CH:14]=2)[CH2:11][CH3:12])=[CH:6][C:5]=1[CH3:29].[H-].[H-].[H-].[H-].[Li+].[Al+3].C(OCC)(=O)C. Product: [CH2:11]([C:10]([C:7]1[CH:8]=[CH:9][C:4]([CH2:3][OH:2])=[C:5]([CH3:29])[CH:6]=1)([C:13]1[CH:18]=[CH:17][C:16]([O:19][CH:20]2[CH2:25][CH2:24][CH2:23][CH2:22][O:21]2)=[C:15]([CH3:26])[CH:14]=1)[CH2:27][CH3:28])[CH3:12]. The catalyst class is: 220. (3) Reactant: Br[C:2]1[CH:9]=[CH:8][C:5]([CH:6]=[O:7])=[CH:4][CH:3]=1.[Cl:10][C:11]1[CH:16]=[CH:15][C:14](B(O)O)=[CH:13][CH:12]=1.[F-].[K+]. Product: [Cl:10][C:11]1[CH:16]=[CH:15][C:14]([C:2]2[CH:9]=[CH:8][C:5]([CH:6]=[O:7])=[CH:4][CH:3]=2)=[CH:13][CH:12]=1. The catalyst class is: 1. (4) Product: [Br:16][C:17]([CH3:22])([CH3:21])[C:18]([NH:7][C:8]1[CH:13]=[CH:12][CH:11]=[C:10]([Br:14])[C:9]=1[OH:15])=[O:19]. The catalyst class is: 2. Reactant: N1C=CC=CC=1.[NH2:7][C:8]1[CH:13]=[CH:12][CH:11]=[C:10]([Br:14])[C:9]=1[OH:15].[Br:16][C:17]([CH3:22])([CH3:21])[C:18](Br)=[O:19].O. (5) Reactant: [F:1][C:2]([F:19])([F:18])[C:3]1[N:12]=[C:11](O)[C:10]2[C:5](=[CH:6][CH:7]=[C:8]([C:14]([F:17])([F:16])[F:15])[CH:9]=2)[N:4]=1.CN(C=O)C.C(N(C(C)C)CC)(C)C.C(Cl)(=O)C([Cl:37])=O. Product: [Cl:37][C:11]1[C:10]2[C:5](=[CH:6][CH:7]=[C:8]([C:14]([F:17])([F:16])[F:15])[CH:9]=2)[N:4]=[C:3]([C:2]([F:19])([F:18])[F:1])[N:12]=1. The catalyst class is: 2. (6) Product: [CH3:48][CH:49]1[CH2:53][CH2:52][CH:51]([CH3:54])[N:50]1[CH2:55][CH2:56][O:1][C:2]1[CH:3]=[C:4]2[C:9](=[CH:10][CH:11]=1)[CH:8]=[C:7]([C:12]1[C:20]3[C:15](=[CH:16][CH:17]=[C:18]([C:21]#[N:22])[CH:19]=3)[N:14]([CH:23]3[CH2:28][CH2:27][CH2:26][CH2:25][O:24]3)[N:13]=1)[CH:6]=[CH:5]2. Reactant: [OH:1][C:2]1[CH:3]=[C:4]2[C:9](=[CH:10][CH:11]=1)[CH:8]=[C:7]([C:12]1[C:20]3[C:15](=[CH:16][CH:17]=[C:18]([C:21]#[N:22])[CH:19]=3)[N:14]([CH:23]3[CH2:28][CH2:27][CH2:26][CH2:25][O:24]3)[N:13]=1)[CH:6]=[CH:5]2.C1(P(C2C=CC=CC=2)C2C=CC=CC=2)C=CC=CC=1.[CH3:48][C@H:49]1[CH2:53][CH2:52][C@@H:51]([CH3:54])[N:50]1[CH2:55][CH2:56]O. The catalyst class is: 1.